This data is from Forward reaction prediction with 1.9M reactions from USPTO patents (1976-2016). The task is: Predict the product of the given reaction. (1) Given the reactants [N+:1]([C:4]1[CH:9]=[CH:8][C:7]([C:10]2[CH:15]=[C:14]([C:16]3[CH:21]=[CH:20][C:19]([N+:22]([O-])=O)=[CH:18][CH:17]=3)[N:13]=[C:12]([C:25]3[CH:30]=[CH:29][CH:28]=[CH:27][CH:26]=3)[N:11]=2)=[CH:6][CH:5]=1)([O-])=O, predict the reaction product. The product is: [NH2:1][C:4]1[CH:5]=[CH:6][C:7]([C:10]2[N:11]=[C:12]([C:25]3[CH:30]=[CH:29][CH:28]=[CH:27][CH:26]=3)[N:13]=[C:14]([C:16]3[CH:17]=[CH:18][C:19]([NH2:22])=[CH:20][CH:21]=3)[CH:15]=2)=[CH:8][CH:9]=1. (2) Given the reactants C1C2C(OC(=O)[N:16](C)[C@@H:17]([CH:80]([CH3:82])[CH3:81])[C:18]([NH:20][C@@H:21]([CH3:79])[C:22]([NH:24][C:25]3[CH:30]=[CH:29][C:28]([C:31]4[CH2:32][C@@H:33]5[N:39]([CH:40]=4)[C:38](=[O:41])[C:37]4[CH:42]=[C:43]([O:77][CH3:78])[C:44]([O:46][CH2:47][CH2:48][CH2:49][O:50][C:51]6[C:74]([O:75][CH3:76])=[CH:73][C:54]7[C:55](=[O:72])[N:56]8[CH:62]=[C:61]([C:63]9[CH:71]=[CH:70][C:66]%10[O:67][CH2:68][O:69][C:65]=%10[CH:64]=9)[CH2:60][C@H:57]8[CH:58]=[N:59][C:53]=7[CH:52]=6)=[CH:45][C:36]=4[N:35]=[CH:34]5)=[CH:27][CH:26]=3)=[O:23])=[O:19])C3C(=CC=CC=3)C=2C=CC=1.N1CCCCC1, predict the reaction product. The product is: [NH2:16][C@@H:17]([CH:80]([CH3:82])[CH3:81])[C:18]([NH:20][C@@H:21]([CH3:79])[C:22]([NH:24][C:25]1[CH:26]=[CH:27][C:28]([C:31]2[CH2:32][C@@H:33]3[N:39]([CH:40]=2)[C:38](=[O:41])[C:37]2[CH:42]=[C:43]([O:77][CH3:78])[C:44]([O:46][CH2:47][CH2:48][CH2:49][O:50][C:51]4[C:74]([O:75][CH3:76])=[CH:73][C:54]5[C:55](=[O:72])[N:56]6[CH:62]=[C:61]([C:63]7[CH:71]=[CH:70][C:66]8[O:67][CH2:68][O:69][C:65]=8[CH:64]=7)[CH2:60][C@H:57]6[CH:58]=[N:59][C:53]=5[CH:52]=4)=[CH:45][C:36]=2[N:35]=[CH:34]3)=[CH:29][CH:30]=1)=[O:23])=[O:19]. (3) The product is: [C:22]1([C@H:3]([NH:2][C:28]([O:29][C@@H:30]2[CH:35]3[CH2:36][CH2:37][N:32]([CH2:33][CH2:34]3)[CH2:31]2)=[O:38])[C:4]2[CH:5]=[C:6]([CH:19]=[CH:20][CH:21]=2)[O:7][CH2:8][C:9]2[CH:18]=[CH:17][C:12]([C:13]([O:15][CH3:16])=[O:14])=[CH:11][CH:10]=2)[CH:23]=[CH:24][CH:25]=[CH:26][CH:27]=1. Given the reactants Cl.[NH2:2][C@@H:3]([C:22]1[CH:27]=[CH:26][CH:25]=[CH:24][CH:23]=1)[C:4]1[CH:5]=[C:6]([CH:19]=[CH:20][CH:21]=1)[O:7][CH2:8][C:9]1[CH:18]=[CH:17][C:12]([C:13]([O:15][CH3:16])=[O:14])=[CH:11][CH:10]=1.[C:28](Cl)(=[O:38])[O:29][C@@H:30]1[CH:35]2[CH2:36][CH2:37][N:32]([CH2:33][CH2:34]2)[CH2:31]1.O, predict the reaction product. (4) Given the reactants C([O:8][C:9]([NH:11][C:12]1[CH:17]=[CH:16][C:15]([N:18]2[CH2:22][CH:21]3[CH2:23][C:24]4([CH2:29][CH:20]3[CH2:19]2)[O:28][CH2:27][CH2:26][O:25]4)=[C:14]([F:30])[CH:13]=1)=[O:10])C1C=CC=CC=1.C([Li])CCC.[C:36](OC[C@@H]1OC1)(=[O:40])[CH2:37][CH2:38]C, predict the reaction product. The product is: [F:30][C:14]1[CH:13]=[C:12]([N:11]2[CH2:38][C@H:37]([CH2:36][OH:40])[O:8][C:9]2=[O:10])[CH:17]=[CH:16][C:15]=1[N:18]1[CH2:19][CH:20]2[CH2:29][C:24]3([CH2:23][CH:21]2[CH2:22]1)[O:25][CH2:26][CH2:27][O:28]3. (5) The product is: [F:19][C:20]1[CH:21]=[C:22]2[C:26](=[CH:27][CH:28]=1)[N:25]([S:7]([C:4]1[CH:5]=[CH:6][C:1]([CH3:11])=[CH:2][CH:3]=1)(=[O:9])=[O:8])[C:24]([CH:29]=[O:30])=[CH:23]2. Given the reactants [C:1]1([CH3:11])[CH:6]=[CH:5][C:4]([S:7](Cl)(=[O:9])=[O:8])=[CH:3][CH:2]=1.C(N(CC)CC)C.[F:19][C:20]1[CH:21]=[C:22]2[C:26](=[CH:27][CH:28]=1)[NH:25][C:24]([CH:29]=[O:30])=[CH:23]2.C(=O)(O)[O-].[Na+], predict the reaction product.